Dataset: Full USPTO retrosynthesis dataset with 1.9M reactions from patents (1976-2016). Task: Predict the reactants needed to synthesize the given product. (1) Given the product [C:21]1([CH:20]2[N:10]3[C:11]4[C:16]([C:17]5[C:5]([O:4][CH2:3][CH2:2][N:37]6[CH2:36][CH2:35][N:34]([C:32]([O:31][C:27]([CH3:30])([CH3:29])[CH3:28])=[O:33])[CH2:39][CH2:38]6)=[CH:6][CH:7]=[CH:8][C:9]=53)=[CH:15][CH:14]=[CH:13][C:12]=4[O:18][CH2:19]2)[CH:26]=[CH:25][CH:24]=[CH:23][CH:22]=1, predict the reactants needed to synthesize it. The reactants are: Cl[CH2:2][CH2:3][O:4][C:5]1[C:17]2[C:16]3[C:11]4=[C:12]([O:18][CH2:19][CH:20]([C:21]5[CH:26]=[CH:25][CH:24]=[CH:23][CH:22]=5)[N:10]4[C:9]=2[CH:8]=[CH:7][CH:6]=1)[CH:13]=[CH:14][CH:15]=3.[C:27]([O:31][C:32]([N:34]1[CH2:39][CH2:38][NH:37][CH2:36][CH2:35]1)=[O:33])([CH3:30])([CH3:29])[CH3:28].[I-].[Na+].C(=O)([O-])[O-].[K+].[K+]. (2) Given the product [C:31]12([NH:33][C:19](=[O:21])[CH2:18][C:16]3[CH:15]=[CH:14][CH:13]=[C:12]([NH:11][S:8]([C:4]4[CH:5]=[CH:6][CH:7]=[C:2]([Cl:1])[C:3]=4[CH3:22])(=[O:9])=[O:10])[N:17]=3)[CH2:26][CH:24]3[CH2:4][CH:3]([CH2:2][CH:7]([CH2:6]3)[CH2:32]1)[CH2:22]2, predict the reactants needed to synthesize it. The reactants are: [Cl:1][C:2]1[C:3]([CH3:22])=[C:4]([S:8]([NH:11][C:12]2[N:17]=[C:16]([CH2:18][C:19]([OH:21])=O)[CH:15]=[CH:14][CH:13]=2)(=[O:10])=[O:9])[CH:5]=[CH:6][CH:7]=1.O.[C:24](O)([C:26](F)(F)F)=O.[C:31](#[N:33])[CH3:32]. (3) Given the product [CH3:1][O:2][C:3]1[CH:4]=[C:5]([NH:9][C:10](=[O:11])[NH2:18])[CH:6]=[CH:7][CH:8]=1, predict the reactants needed to synthesize it. The reactants are: [CH3:1][O:2][C:3]1[CH:4]=[C:5]([N:9]=[C:10]=[O:11])[CH:6]=[CH:7][CH:8]=1.ClC1C=C(C=CC=1Cl)CC1C=C(C(N)C(C)C)C=C[N:18]=1.